This data is from Forward reaction prediction with 1.9M reactions from USPTO patents (1976-2016). The task is: Predict the product of the given reaction. Given the reactants [C:1]([O:5][C:6]([N:8]([CH2:31][CH2:32][C:33]([F:36])([F:35])[F:34])[C:9]1[C:10]2[N:11]([C:17]([C:20]3[CH:29]=[CH:28][C:23]([C:24]([O:26][CH3:27])=[O:25])=[C:22]([CH3:30])[CH:21]=3)=[CH:18][N:19]=2)[CH:12]=[C:13]([CH:15]=[CH2:16])[CH:14]=1)=[O:7])([CH3:4])([CH3:3])[CH3:2], predict the reaction product. The product is: [C:1]([O:5][C:6]([N:8]([CH2:31][CH2:32][C:33]([F:35])([F:36])[F:34])[C:9]1[C:10]2[N:11]([C:17]([C:20]3[CH:29]=[CH:28][C:23]([C:24]([O:26][CH3:27])=[O:25])=[C:22]([CH3:30])[CH:21]=3)=[CH:18][N:19]=2)[CH:12]=[C:13]([CH2:15][CH3:16])[CH:14]=1)=[O:7])([CH3:2])([CH3:3])[CH3:4].